Dataset: Forward reaction prediction with 1.9M reactions from USPTO patents (1976-2016). Task: Predict the product of the given reaction. (1) Given the reactants [CH3:1][C:2]1[CH:11]=[CH:10][C:5]([C:6](=[N:8][OH:9])[NH2:7])=[CH:4][CH:3]=1.CC(C)([O-])C.[K+].[C:18]([C:22]1[N:26]2[CH2:27][CH2:28][CH:29]([C:31](OCC)=O)[CH2:30][C:25]2=[N:24][N:23]=1)([CH3:21])([CH3:20])[CH3:19].C(=O)(O)[O-].[Na+], predict the reaction product. The product is: [C:18]([C:22]1[N:26]2[CH2:27][CH2:28][CH:29]([C:31]3[O:9][N:8]=[C:6]([C:5]4[CH:4]=[CH:3][C:2]([CH3:1])=[CH:11][CH:10]=4)[N:7]=3)[CH2:30][C:25]2=[N:24][N:23]=1)([CH3:21])([CH3:19])[CH3:20]. (2) The product is: [CH3:28][CH:23]1[CH2:24][CH2:25][CH2:26][CH2:27][CH:22]1[NH:21][C:5]1[C:6]2[N:7]([C:10]([NH:13][C:14](=[O:15])[C:31]([F:34])([F:33])[F:32])=[CH:11][CH:12]=2)[N:8]=[CH:9][C:4]=1[C:1]([NH2:2])=[O:3]. Given the reactants [C:1]([C:4]1[CH:9]=[N:8][N:7]2[C:10]([NH:13][C:14](=O)[O:15]C(C)(C)C)=[CH:11][CH:12]=[C:6]2[C:5]=1[NH:21][CH:22]1[CH2:27][CH2:26][CH2:25][CH2:24][CH:23]1[CH3:28])(=[O:3])[NH2:2].C(O)([C:31]([F:34])([F:33])[F:32])=O, predict the reaction product. (3) Given the reactants [OH:1][C:2]1[CH:7]=[CH:6][CH:5]=[CH:4][C:3]=1[C:8]1[O:12][N:11]=[C:10]([C:13]([O:15][CH2:16][CH3:17])=[O:14])[CH:9]=1.[C:18]1(P(C2C=CC=CC=2)C2C=CC=CC=2)[CH:23]=CC=C[CH:19]=1.CC(O)C.CCOC(/N=N/C(OCC)=O)=O, predict the reaction product. The product is: [CH:18]([O:1][C:2]1[CH:7]=[CH:6][CH:5]=[CH:4][C:3]=1[C:8]1[O:12][N:11]=[C:10]([C:13]([O:15][CH2:16][CH3:17])=[O:14])[CH:9]=1)([CH3:23])[CH3:19]. (4) Given the reactants [I-].C[O:3][C:4]([C:6]1[CH:11]=[CH:10][N+:9]([CH3:12])=[CH:8][CH:7]=1)=[O:5].[OH-:13].[Na+], predict the reaction product. The product is: [CH3:12][N:9]1[CH:10]=[CH:11][C:6]([C:4]([OH:3])=[O:5])=[CH:7][C:8]1=[O:13]. (5) Given the reactants [NH:1]1[C:9]2[C:4](=[C:5]([O:10][C:11](=[O:13])[CH3:12])[CH:6]=[CH:7][CH:8]=2)[CH:3]=[CH:2]1.[Cl-].[CH:15](=[N+:22]([CH3:24])[CH3:23])[C:16]1[CH:21]=[CH:20][CH:19]=[CH:18][CH:17]=1, predict the reaction product. The product is: [CH3:23][N:22]([CH:15]([C:16]1[CH:21]=[CH:20][CH:19]=[CH:18][CH:17]=1)[C:3]1[C:4]2[C:9](=[CH:8][CH:7]=[CH:6][C:5]=2[O:10][C:11](=[O:13])[CH3:12])[NH:1][CH:2]=1)[CH3:24]. (6) The product is: [CH2:1]([O:8][C:9]1[CH:10]=[CH:11][C:12]([O:26][CH:27]([CH3:28])[CH3:29])=[C:13]([C:15]2[NH:25][C:18]3=[N:19][CH:20]=[C:21]([CH2:23][NH:33][CH2:32][CH:31]([CH3:34])[CH3:30])[CH:22]=[C:17]3[N:16]=2)[CH:14]=1)[C:2]1[CH:7]=[CH:6][CH:5]=[CH:4][CH:3]=1. Given the reactants [CH2:1]([O:8][C:9]1[CH:10]=[CH:11][C:12]([O:26][CH:27]([CH3:29])[CH3:28])=[C:13]([C:15]2[NH:25][C:18]3=[N:19][CH:20]=[C:21]([CH:23]=O)[CH:22]=[C:17]3[N:16]=2)[CH:14]=1)[C:2]1[CH:7]=[CH:6][CH:5]=[CH:4][CH:3]=1.[CH3:30][CH:31]([CH3:34])[CH2:32][NH2:33].C(O[BH-](OC(=O)C)OC(=O)C)(=O)C.[Na+].O, predict the reaction product.